Task: Regression. Given two drug SMILES strings and cell line genomic features, predict the synergy score measuring deviation from expected non-interaction effect.. Dataset: NCI-60 drug combinations with 297,098 pairs across 59 cell lines (1) Drug 1: CC1CCC2CC(C(=CC=CC=CC(CC(C(=O)C(C(C(=CC(C(=O)CC(OC(=O)C3CCCCN3C(=O)C(=O)C1(O2)O)C(C)CC4CCC(C(C4)OC)OCCO)C)C)O)OC)C)C)C)OC. Drug 2: C1=CN(C=N1)CC(O)(P(=O)(O)O)P(=O)(O)O. Cell line: CCRF-CEM. Synergy scores: CSS=-8.14, Synergy_ZIP=-4.35, Synergy_Bliss=-5.12, Synergy_Loewe=-23.4, Synergy_HSA=-8.89. (2) Drug 1: CNC(=O)C1=CC=CC=C1SC2=CC3=C(C=C2)C(=NN3)C=CC4=CC=CC=N4. Drug 2: C1CN(CCN1C(=O)CCBr)C(=O)CCBr. Cell line: K-562. Synergy scores: CSS=56.1, Synergy_ZIP=-6.23, Synergy_Bliss=-7.13, Synergy_Loewe=-18.1, Synergy_HSA=-5.74. (3) Drug 1: C1CCC(CC1)NC(=O)N(CCCl)N=O. Drug 2: CC1=CC=C(C=C1)C2=CC(=NN2C3=CC=C(C=C3)S(=O)(=O)N)C(F)(F)F. Cell line: SK-MEL-28. Synergy scores: CSS=13.9, Synergy_ZIP=-2.30, Synergy_Bliss=1.43, Synergy_Loewe=-0.974, Synergy_HSA=-1.12. (4) Cell line: HCT-15. Drug 2: CN1C(=O)N2C=NC(=C2N=N1)C(=O)N. Drug 1: CN(CC1=CN=C2C(=N1)C(=NC(=N2)N)N)C3=CC=C(C=C3)C(=O)NC(CCC(=O)O)C(=O)O. Synergy scores: CSS=40.1, Synergy_ZIP=7.64, Synergy_Bliss=9.95, Synergy_Loewe=-60.6, Synergy_HSA=-4.59. (5) Drug 1: C1CC(=O)NC(=O)C1N2CC3=C(C2=O)C=CC=C3N. Drug 2: CCCS(=O)(=O)NC1=C(C(=C(C=C1)F)C(=O)C2=CNC3=C2C=C(C=N3)C4=CC=C(C=C4)Cl)F. Cell line: IGROV1. Synergy scores: CSS=4.09, Synergy_ZIP=-3.33, Synergy_Bliss=-3.49, Synergy_Loewe=-2.74, Synergy_HSA=-2.70. (6) Drug 1: CC(C)(C#N)C1=CC(=CC(=C1)CN2C=NC=N2)C(C)(C)C#N. Drug 2: C(CN)CNCCSP(=O)(O)O. Cell line: HCT116. Synergy scores: CSS=2.00, Synergy_ZIP=2.08, Synergy_Bliss=5.79, Synergy_Loewe=5.33, Synergy_HSA=2.96. (7) Drug 1: CC1=C(N=C(N=C1N)C(CC(=O)N)NCC(C(=O)N)N)C(=O)NC(C(C2=CN=CN2)OC3C(C(C(C(O3)CO)O)O)OC4C(C(C(C(O4)CO)O)OC(=O)N)O)C(=O)NC(C)C(C(C)C(=O)NC(C(C)O)C(=O)NCCC5=NC(=CS5)C6=NC(=CS6)C(=O)NCCC[S+](C)C)O. Drug 2: CN(CCCl)CCCl.Cl. Cell line: LOX IMVI. Synergy scores: CSS=28.6, Synergy_ZIP=-8.41, Synergy_Bliss=-6.81, Synergy_Loewe=-5.10, Synergy_HSA=-2.15.